From a dataset of Reaction yield outcomes from USPTO patents with 853,638 reactions. Predict the reaction yield, written as a fraction of the theoretical maximum amount of product (1.0 means a 100% yield; for example, 0.34 means a 34% yield). (1) The reactants are [N+:1]([C:4]1[CH:12]=[CH:11][C:10]([O:13][C:14]([F:17])([F:16])[F:15])=[CH:9][C:5]=1[C:6]([OH:8])=[O:7])([O-])=O. The catalyst is CCO.[Pd]. The product is [NH2:1][C:4]1[CH:12]=[CH:11][C:10]([O:13][C:14]([F:15])([F:16])[F:17])=[CH:9][C:5]=1[C:6]([OH:8])=[O:7]. The yield is 0.980. (2) The reactants are [CH3:1][C:2]1([OH:7])[CH2:6][CH2:5][NH:4][CH2:3]1.FC(F)(F)S(O[C@H:14]([C:19]1[CH:20]=[N:21][C:22]([Cl:25])=[CH:23][CH:24]=1)[C:15]([F:18])([F:17])[F:16])(=O)=O.C([O-])([O-])=O.[K+].[K+].C1COCC1. No catalyst specified. The product is [Cl:25][C:22]1[N:21]=[CH:20][C:19]([C@H:14]([N:4]2[CH2:5][CH2:6][C:2]([CH3:1])([OH:7])[CH2:3]2)[C:15]([F:18])([F:16])[F:17])=[CH:24][CH:23]=1. The yield is 0.489. (3) The reactants are [C:1]1([C:7]#[C:8][C:9]2[CH:10]=[N:11][CH:12]=[C:13]([CH:17]=2)[C:14]([OH:16])=O)[CH:6]=[CH:5][CH:4]=[CH:3][CH:2]=1.[CH3:18][S@@:19]([C:22]1[CH:27]=[CH:26][CH:25]=[CH:24][CH:23]=1)(=[NH:21])=[O:20]. No catalyst specified. The product is [CH3:18][S@@:19](=[O:20])([C:22]1[CH:27]=[CH:26][CH:25]=[CH:24][CH:23]=1)=[N:21][C:14](=[O:16])[C:13]1[CH:17]=[C:9]([C:8]#[C:7][C:1]2[CH:2]=[CH:3][CH:4]=[CH:5][CH:6]=2)[CH:10]=[N:11][CH:12]=1. The yield is 0.250.